The task is: Predict the product of the given reaction.. This data is from Forward reaction prediction with 1.9M reactions from USPTO patents (1976-2016). Given the reactants [CH3:1][N:2]1[C:6]([C:7]([F:10])([F:9])[F:8])=[CH:5][C:4]([OH:11])=[N:3]1.[Br:12]Br, predict the reaction product. The product is: [Br:12][C:5]1[C:4](=[O:11])[NH:3][N:2]([CH3:1])[C:6]=1[C:7]([F:8])([F:9])[F:10].